Task: Predict which catalyst facilitates the given reaction.. Dataset: Catalyst prediction with 721,799 reactions and 888 catalyst types from USPTO (1) Reactant: [CH3:1][N:2]([CH2:4][C:5]1[CH:10]=[CH:9][CH:8]=[CH:7][C:6]=1[NH:11][C:12]([C:14]1[C:26]2[C:25](=[O:27])[C:24]3[C:19](=[CH:20][CH:21]=[CH:22][CH:23]=3)[C:18]=2[CH:17]=[CH:16][CH:15]=1)=[O:13])[CH3:3].CCOCC.[ClH:33]. Product: [ClH:33].[CH3:3][N:2]([CH2:4][C:5]1[CH:10]=[CH:9][CH:8]=[CH:7][C:6]=1[NH:11][C:12]([C:14]1[C:26]2[C:25](=[O:27])[C:24]3[C:19](=[CH:20][CH:21]=[CH:22][CH:23]=3)[C:18]=2[CH:17]=[CH:16][CH:15]=1)=[O:13])[CH3:1]. The catalyst class is: 12. (2) Reactant: C(OC([N:11]1[C@@H:16]([CH3:17])[C:15](=[O:18])[N:14]2[C@@H:19]([CH2:22][CH2:23][CH2:24][N:25]3[CH2:32][CH2:31][C:28]4([CH2:30][CH2:29]4)[C@H:27]([OH:33])[CH2:26]3)[CH2:20][O:21][C:13]2([CH3:34])[CH2:12]1)=O)C1C=CC=CC=1. Product: [OH:33][C@@H:27]1[CH2:26][N:25]([CH2:24][CH2:23][CH2:22][C@@H:19]2[N:14]3[C:15](=[O:18])[C@H:16]([CH3:17])[NH:11][CH2:12][C:13]3([CH3:34])[O:21][CH2:20]2)[CH2:32][CH2:31][C:28]21[CH2:30][CH2:29]2. The catalyst class is: 19. (3) The catalyst class is: 2. Reactant: [Br:1][C:2]1[CH:8]=[CH:7][CH:6]=[CH:5][C:3]=1[NH2:4].N1C=CC=CC=1.Cl[C:16]([O:18][CH3:19])=[O:17].O. Product: [CH3:19][O:18][C:16](=[O:17])[NH:4][C:3]1[CH:5]=[CH:6][CH:7]=[CH:8][C:2]=1[Br:1]. (4) Reactant: C[Si](I)(C)C.[CH3:6][O:7][C:8](=[O:33])[C@H:9]([NH:22]C(OCC1C=CC=CC=1)=O)[CH2:10][C:11]1[C:20]([Br:21])=[CH:19][C:14]2[NH:15][C:16](=[O:18])[O:17][C:13]=2[CH:12]=1.C(N(CC)CC)C. Product: [CH3:6][O:7][C:8](=[O:33])[C@H:9]([NH2:22])[CH2:10][C:11]1[C:20]([Br:21])=[CH:19][C:14]2[NH:15][C:16](=[O:18])[O:17][C:13]=2[CH:12]=1. The catalyst class is: 10. (5) Reactant: [NH2:1][C:2]1[S:3][C:4]([S:7][CH:8]([CH3:11])[CH2:9][OH:10])=[CH:5][N:6]=1.N1C=CN=C1.[Si:17](Cl)([C:20]([CH3:23])([CH3:22])[CH3:21])([CH3:19])[CH3:18]. Product: [Si:17]([O:10][CH2:9][CH:8]([S:7][C:4]1[S:3][C:2]([NH2:1])=[N:6][CH:5]=1)[CH3:11])([C:20]([CH3:23])([CH3:22])[CH3:21])([CH3:19])[CH3:18]. The catalyst class is: 35. (6) Reactant: O.C1(C)C=CC(S(O)(=O)=O)=CC=1.Cl[C:14]1[N:19]=[C:18]([C:20]([F:23])([F:22])[F:21])[CH:17]=[CH:16][N:15]=1.[N:24]1([CH2:30][C:31]2[CH:32]=[C:33]([NH2:43])[CH:34]=[C:35]([C:37]3[CH:42]=[CH:41][CH:40]=[CH:39][CH:38]=3)[CH:36]=2)[CH2:29][CH2:28][O:27][CH2:26][CH2:25]1. Product: [N:24]1([CH2:30][C:31]2[CH:32]=[C:33]([NH:43][C:14]3[N:19]=[C:18]([C:20]([F:23])([F:22])[F:21])[CH:17]=[CH:16][N:15]=3)[CH:34]=[C:35]([C:37]3[CH:42]=[CH:41][CH:40]=[CH:39][CH:38]=3)[CH:36]=2)[CH2:29][CH2:28][O:27][CH2:26][CH2:25]1. The catalyst class is: 155. (7) Reactant: [CH3:1][NH2:2].[C:3]([C:5]1[CH:10]=[CH:9][C:8]([N:11]2[C:18](=[O:19])[C:14]3([CH2:17][CH2:16][CH2:15]3)[N:13]([C:20]3[CH:25]=[CH:24][C:23]([CH2:26]OS(C)(=O)=O)=[CH:22][CH:21]=3)[C:12]2=[S:32])=[CH:7][C:6]=1[C:33]([F:36])([F:35])[F:34])#[N:4]. Product: [CH3:1][NH:2][CH2:26][C:23]1[CH:22]=[CH:21][C:20]([N:13]2[C:12](=[S:32])[N:11]([C:8]3[CH:9]=[CH:10][C:5]([C:3]#[N:4])=[C:6]([C:33]([F:36])([F:34])[F:35])[CH:7]=3)[C:18](=[O:19])[C:14]32[CH2:17][CH2:16][CH2:15]3)=[CH:25][CH:24]=1. The catalyst class is: 1. (8) Reactant: [CH3:1][O:2][CH2:3][CH2:4][O:5][C:6]1[N:14]=[C:13]2[C:9]([N:10]=[CH:11][NH:12]2)=[C:8]([NH2:15])[N:7]=1.[Br:16][CH2:17][C:18]1[CH:23]=[CH:22][CH:21]=[C:20]([CH2:24]Br)[CH:19]=1.C(=O)([O-])[O-].[K+].[K+]. Product: [Br:16][CH2:17][C:18]1[CH:19]=[C:20]([CH:21]=[CH:22][CH:23]=1)[CH2:24][N:12]1[CH:11]=[N:10][C:9]2[C:13]1=[N:14][C:6]([O:5][CH2:4][CH2:3][O:2][CH3:1])=[N:7][C:8]=2[NH2:15]. The catalyst class is: 39. (9) Reactant: [CH3:1][O:2][C:3]1[C:16]([O:17][CH3:18])=[C:15]([O:19][CH3:20])[CH:14]=[CH:13][C:4]=1[CH:5]=[N:6][CH2:7][CH:8]([O:11][CH3:12])[O:9][CH3:10].[BH4-].[Na+].COC1C=C(C=CC=1OC)CNCC(OC)OC. Product: [CH3:1][O:2][C:3]1[C:16]([O:17][CH3:18])=[C:15]([O:19][CH3:20])[CH:14]=[CH:13][C:4]=1[CH2:5][NH:6][CH2:7][CH:8]([O:9][CH3:10])[O:11][CH3:12]. The catalyst class is: 8.